Dataset: Full USPTO retrosynthesis dataset with 1.9M reactions from patents (1976-2016). Task: Predict the reactants needed to synthesize the given product. (1) The reactants are: [Br:1][C:2]1[CH:3]=[C:4]([C:8](=O)[C:9]([C:11]2C=[C:14]([C:16](=O)CC)[N:13]([CH2:20]C(F)(F)F)[CH:12]=2)=O)[CH:5]=[CH:6][CH:7]=1.[CH3:26][NH:27][C:28]([NH2:30])=[NH:29].[C:31](=[O:34])([O-])[O-].[Na+].[Na+].CCO[C:40]([CH3:42])=O.[CH2:43]([OH:45])C. Given the product [NH2:30][C:28]1[N:27]([CH3:26])[C:43](=[O:45])[C:8]([C:4]2[CH:5]=[CH:6][CH:7]=[C:2]([Br:1])[CH:3]=2)([C:9]2[CH:11]=[C:12]([C:31](=[O:34])[CH2:40][CH3:42])[N:13]([CH2:14][CH3:16])[CH:20]=2)[N:29]=1, predict the reactants needed to synthesize it. (2) Given the product [F:38][C:23]1[S:22][C:21]([C:18]2[CH:19]=[CH:20][C:15]([C:12]3[CH:11]=[CH:10][C:9]([C:6]4([C:4]([OH:5])=[O:3])[CH2:8][CH2:7]4)=[CH:14][CH:13]=3)=[CH:16][CH:17]=2)=[C:25]([NH:26][C:27]([O:29][C@@H:30]([C:32]2[C:36]([CH3:37])=[CH:35][S:34][CH:33]=2)[CH3:31])=[O:28])[CH:24]=1, predict the reactants needed to synthesize it. The reactants are: C([O:3][C:4]([C:6]1([C:9]2[CH:14]=[CH:13][C:12]([C:15]3[CH:20]=[CH:19][C:18]([C:21]4[S:22][C:23]([F:38])=[CH:24][C:25]=4[NH:26][C:27]([O:29][C@@H:30]([C:32]4[C:36]([CH3:37])=[CH:35][S:34][CH:33]=4)[CH3:31])=[O:28])=[CH:17][CH:16]=3)=[CH:11][CH:10]=2)[CH2:8][CH2:7]1)=[O:5])C.[OH-].[Na+].Cl. (3) Given the product [CH2:5]([O:7][C:8]([CH:10]1[CH2:19][CH2:18][C:13]2[N:14]=[C:15]([NH:17][C:20](=[O:22])[CH3:21])[S:16][C:12]=2[CH2:11]1)=[O:9])[CH3:6], predict the reactants needed to synthesize it. The reactants are: C(#N)C.Br.[CH2:5]([O:7][C:8]([CH:10]1[CH2:19][CH2:18][C:13]2[N:14]=[C:15]([NH2:17])[S:16][C:12]=2[CH2:11]1)=[O:9])[CH3:6].[C:20](OC(=O)C)(=[O:22])[CH3:21]. (4) The reactants are: [Cl:1][C:2]1[CH:7]=[N+:6]([O-])[CH:5]=[C:4]([O:9][CH3:10])[N:3]=1.P(Cl)(Cl)([Cl:13])=O. Given the product [Cl:13][C:5]1[C:4]([O:9][CH3:10])=[N:3][C:2]([Cl:1])=[CH:7][N:6]=1, predict the reactants needed to synthesize it. (5) Given the product [Cl:16][C:3]1[CH:4]=[CH:5][C:6]([O:8][C:9]2[CH:14]=[CH:13][C:12]([Cl:15])=[CH:11][CH:10]=2)=[CH:7][C:2]=1[C:22](=[O:26])[CH:23]([CH3:25])[CH3:24], predict the reactants needed to synthesize it. The reactants are: Br[C:2]1[CH:7]=[C:6]([O:8][C:9]2[CH:14]=[CH:13][C:12]([Cl:15])=[CH:11][CH:10]=2)[CH:5]=[CH:4][C:3]=1[Cl:16].C([Mg]Cl)(C)C.[C:22](Cl)(=[O:26])[CH:23]([CH3:25])[CH3:24].[NH4+].[Cl-]. (6) Given the product [CH3:7][C:6]1[S:5][C:4]([C:8]([O:10][CH3:11])=[O:9])=[CH:3][C:2]=1[NH:1][S:17]([C:13]1[S:12][CH:16]=[CH:15][CH:14]=1)(=[O:19])=[O:18], predict the reactants needed to synthesize it. The reactants are: [NH2:1][C:2]1[CH:3]=[C:4]([C:8]([O:10][CH3:11])=[O:9])[S:5][C:6]=1[CH3:7].[S:12]1[CH:16]=[CH:15][CH:14]=[C:13]1[S:17](Cl)(=[O:19])=[O:18]. (7) Given the product [I:13][C:7]1[C:8]([CH3:12])=[CH:9][CH:10]=[C:11]2[C:6]=1[CH:5]=[CH:4][N:3]=[C:2]2[O:22][C:18]1[CH:19]=[CH:20][CH:21]=[C:16]([C:15]([F:14])([F:23])[F:24])[CH:17]=1, predict the reactants needed to synthesize it. The reactants are: Cl[C:2]1[C:11]2[C:6](=[C:7]([I:13])[C:8]([CH3:12])=[CH:9][CH:10]=2)[CH:5]=[CH:4][N:3]=1.[F:14][C:15]([F:24])([F:23])[C:16]1[CH:17]=[C:18]([OH:22])[CH:19]=[CH:20][CH:21]=1.C(=O)([O-])[O-].[Cs+].[Cs+].CS(C)=O.